The task is: Predict which catalyst facilitates the given reaction.. This data is from Catalyst prediction with 721,799 reactions and 888 catalyst types from USPTO. (1) Reactant: [NH2:1][C:2]1[C:7]([C:8]2[S:12][C:11]3[CH:13]=[CH:14][C:15]([NH:17][C:18]([NH:20][C:21]4[CH:26]=[CH:25][C:24]([Cl:27])=[C:23]([C:28]([F:31])([F:30])[F:29])[CH:22]=4)=[O:19])=[CH:16][C:10]=3[CH:9]=2)=[CH:6][C:5]([C:32]2[N:33]=[N:34][NH:35][N:36]=2)=[CH:4][N:3]=1.C(=O)([O-])[O-].[K+].[K+].Br[CH2:44][CH2:45][O:46][Si:47]([C:50]([CH3:53])([CH3:52])[CH3:51])([CH3:49])[CH3:48]. Product: [NH2:1][C:2]1[C:7]([C:8]2[S:12][C:11]3[CH:13]=[CH:14][C:15]([NH:17][C:18]([NH:20][C:21]4[CH:26]=[CH:25][C:24]([Cl:27])=[C:23]([C:28]([F:31])([F:30])[F:29])[CH:22]=4)=[O:19])=[CH:16][C:10]=3[CH:9]=2)=[CH:6][C:5]([C:32]2[N:33]=[N:34][N:35]([CH2:44][CH2:45][O:46][Si:47]([C:50]([CH3:53])([CH3:52])[CH3:51])([CH3:49])[CH3:48])[N:36]=2)=[CH:4][N:3]=1. The catalyst class is: 42. (2) Reactant: C1(P(=O)(C2C=CC=CC=2)C2C=CC=CC=2)C=CC=CC=1.FC(F)(F)S(OS(C(F)(F)F)(=O)=O)(=O)=O.[CH3:36][C:37]1[CH:45]=[CH:44][C:43]([NH:46][S:47]([C:50]2[S:51][CH:52]=[CH:53][CH:54]=2)(=[O:49])=[O:48])=[C:42]2[C:38]=1[CH:39]=[C:40]([C:55]([NH:57][CH2:58][CH2:59][S:60]C(C1C=CC=CC=1)(C1C=CC=CC=1)C1C=CC=CC=1)=O)[NH:41]2.C(=O)([O-])O.[Na+]. Product: [S:60]1[CH2:59][CH2:58][N:57]=[C:55]1[C:40]1[NH:41][C:42]2[C:38]([CH:39]=1)=[C:37]([CH3:36])[CH:45]=[CH:44][C:43]=2[NH:46][S:47]([C:50]1[S:51][CH:52]=[CH:53][CH:54]=1)(=[O:49])=[O:48]. The catalyst class is: 4. (3) Reactant: [F:1][C:2]([F:9])([F:8])[C:3]([O:5]CC)=O.[NH2:10][CH2:11][CH:12]1[CH2:17][CH2:16][CH2:15][NH:14][CH2:13]1. Product: [F:9][C:2]([F:1])([F:8])[C:3]([NH:10][CH2:11][CH:12]1[CH2:17][CH2:16][CH2:15][NH:14][CH2:13]1)=[O:5]. The catalyst class is: 744. (4) Reactant: [Cl:1][C:2]1[C:11]2[C:6](=[CH:7][CH:8]=[C:9]([S:12](Cl)(=[O:14])=[O:13])[CH:10]=2)[C:5]([Cl:16])=[CH:4][N:3]=1.Cl.[C:18]([O:22][C:23](=[O:38])[C@@H:24]([CH2:26][CH2:27][CH2:28][CH2:29][NH:30][C:31]([O:33][C:34]([CH3:37])([CH3:36])[CH3:35])=[O:32])[NH2:25])([CH3:21])([CH3:20])[CH3:19].C(N(CC)CC)C. Product: [C:18]([O:22][C:23](=[O:38])[C@@H:24]([CH2:26][CH2:27][CH2:28][CH2:29][NH:30][C:31]([O:33][C:34]([CH3:37])([CH3:36])[CH3:35])=[O:32])[NH:25][S:12]([C:9]1[CH:10]=[C:11]2[C:6]([C:5]([Cl:16])=[CH:4][N:3]=[C:2]2[Cl:1])=[CH:7][CH:8]=1)(=[O:14])=[O:13])([CH3:21])([CH3:20])[CH3:19]. The catalyst class is: 2. (5) Reactant: [CH2:1]([N:3]([CH2:20][CH3:21])[C:4]([C:6]1[CH:19]=[CH:18][C:9]([CH:10](O)[C:11]2[CH:16]=[CH:15][CH:14]=[CH:13][CH:12]=2)=[CH:8][CH:7]=1)=[O:5])[CH3:2].S(Cl)([Cl:24])=O. Product: [CH2:1]([N:3]([CH2:20][CH3:21])[C:4]([C:6]1[CH:19]=[CH:18][C:9]([CH:10]([Cl:24])[C:11]2[CH:16]=[CH:15][CH:14]=[CH:13][CH:12]=2)=[CH:8][CH:7]=1)=[O:5])[CH3:2]. The catalyst class is: 4. (6) Reactant: [Cl:1][C:2]1[C:11]2[C:6](=[CH:7][CH:8]=[CH:9][CH:10]=2)[CH:5]=[C:4]([CH3:12])[C:3]=1OS(C(F)(F)F)(=O)=O.[CH2:21]([Sn](CCCC)(CCCC)C=C)[CH2:22]CC.[Cl-].[Li+]. Product: [Cl:1][C:2]1[C:11]2[C:6](=[CH:7][CH:8]=[CH:9][CH:10]=2)[CH:5]=[C:4]([CH3:12])[C:3]=1[CH:21]=[CH2:22]. The catalyst class is: 13.